From a dataset of Forward reaction prediction with 1.9M reactions from USPTO patents (1976-2016). Predict the product of the given reaction. Given the reactants [CH3:1][O:2][C:3]1[CH:8]=[CH:7][CH:6]=[CH:5][C:4]=1[C:9]1[N:14]=[CH:13][N:12]=[C:11]([NH:15][C:16]2[CH:17]=[C:18]([CH2:22][S:23]([NH2:26])(=[O:25])=[O:24])[CH:19]=[CH:20][CH:21]=2)[N:10]=1.ClC1N=CN=C(N[C:35]2[CH:36]=[C:37](CS(N)(=O)=O)[CH:38]=[CH:39][CH:40]=2)N=1.C(OC1C=CC=CC=1B(O)O)C1C=CC=CC=1, predict the reaction product. The product is: [CH2:1]([O:2][C:3]1[CH:8]=[CH:7][CH:6]=[CH:5][C:4]=1[C:9]1[N:14]=[CH:13][N:12]=[C:11]([NH:15][C:16]2[CH:17]=[C:18]([CH2:22][S:23]([NH2:26])(=[O:25])=[O:24])[CH:19]=[CH:20][CH:21]=2)[N:10]=1)[C:35]1[CH:36]=[CH:37][CH:38]=[CH:39][CH:40]=1.